This data is from NCI-60 drug combinations with 297,098 pairs across 59 cell lines. The task is: Regression. Given two drug SMILES strings and cell line genomic features, predict the synergy score measuring deviation from expected non-interaction effect. (1) Drug 1: CC1OCC2C(O1)C(C(C(O2)OC3C4COC(=O)C4C(C5=CC6=C(C=C35)OCO6)C7=CC(=C(C(=C7)OC)O)OC)O)O. Drug 2: CC=C1C(=O)NC(C(=O)OC2CC(=O)NC(C(=O)NC(CSSCCC=C2)C(=O)N1)C(C)C)C(C)C. Cell line: K-562. Synergy scores: CSS=45.7, Synergy_ZIP=-5.36, Synergy_Bliss=-4.39, Synergy_Loewe=-6.30, Synergy_HSA=-2.74. (2) Drug 1: CN(C)C1=NC(=NC(=N1)N(C)C)N(C)C. Drug 2: C1=CC(=CC=C1C#N)C(C2=CC=C(C=C2)C#N)N3C=NC=N3. Cell line: UO-31. Synergy scores: CSS=0.00800, Synergy_ZIP=4.52, Synergy_Bliss=-1.76, Synergy_Loewe=-4.76, Synergy_HSA=-3.33. (3) Drug 1: C1=CC=C(C(=C1)C(C2=CC=C(C=C2)Cl)C(Cl)Cl)Cl. Drug 2: C1=CN(C=N1)CC(O)(P(=O)(O)O)P(=O)(O)O. Cell line: HCT-15. Synergy scores: CSS=-0.0410, Synergy_ZIP=-5.14, Synergy_Bliss=-10.7, Synergy_Loewe=-12.8, Synergy_HSA=-11.4. (4) Drug 1: CC(CN1CC(=O)NC(=O)C1)N2CC(=O)NC(=O)C2. Drug 2: CCC1=C2CN3C(=CC4=C(C3=O)COC(=O)C4(CC)O)C2=NC5=C1C=C(C=C5)O. Cell line: COLO 205. Synergy scores: CSS=59.4, Synergy_ZIP=-5.21, Synergy_Bliss=-8.02, Synergy_Loewe=-5.83, Synergy_HSA=-3.96. (5) Drug 1: COC1=C(C=C2C(=C1)N=CN=C2NC3=CC(=C(C=C3)F)Cl)OCCCN4CCOCC4. Drug 2: CN(CCCl)CCCl.Cl. Cell line: NCI-H226. Synergy scores: CSS=23.5, Synergy_ZIP=-2.32, Synergy_Bliss=4.09, Synergy_Loewe=1.92, Synergy_HSA=2.58. (6) Drug 1: CC12CCC(CC1=CCC3C2CCC4(C3CC=C4C5=CN=CC=C5)C)O. Drug 2: CC1C(C(CC(O1)OC2CC(CC3=C2C(=C4C(=C3O)C(=O)C5=C(C4=O)C(=CC=C5)OC)O)(C(=O)CO)O)N)O.Cl. Cell line: IGROV1. Synergy scores: CSS=39.2, Synergy_ZIP=0.835, Synergy_Bliss=0.543, Synergy_Loewe=-14.4, Synergy_HSA=1.87.